From a dataset of Full USPTO retrosynthesis dataset with 1.9M reactions from patents (1976-2016). Predict the reactants needed to synthesize the given product. Given the product [C:17]([O:22][CH:23]([O:25][C:26]([NH:1][CH2:2][CH2:3][CH2:4][P:5]([CH2:8][CH2:9][CH2:10][CH3:11])(=[O:6])[OH:7])=[O:27])[CH3:24])(=[O:21])[CH:18]([CH3:20])[CH3:19], predict the reactants needed to synthesize it. The reactants are: [NH2:1][CH2:2][CH2:3][CH2:4][P:5]([CH2:8][CH2:9][CH2:10][CH3:11])(=[O:7])[OH:6].C(=O)(O)[O-].[Na+].[C:17]([O:22][CH:23]([O:25][C:26](OC1CC(=O)NC1=O)=[O:27])[CH3:24])(=[O:21])[CH:18]([CH3:20])[CH3:19].